Dataset: Aqueous solubility values for 9,982 compounds from the AqSolDB database. Task: Regression/Classification. Given a drug SMILES string, predict its absorption, distribution, metabolism, or excretion properties. Task type varies by dataset: regression for continuous measurements (e.g., permeability, clearance, half-life) or binary classification for categorical outcomes (e.g., BBB penetration, CYP inhibition). For this dataset (solubility_aqsoldb), we predict Y. The drug is O=[N+]([O-])CCO. The Y is 1.04 log mol/L.